From a dataset of Full USPTO retrosynthesis dataset with 1.9M reactions from patents (1976-2016). Predict the reactants needed to synthesize the given product. (1) The reactants are: [F:1][C:2]1[C:3]([C:9]2[N:13]([CH:14]3[CH2:19][CH2:18][O:17][CH2:16][CH2:15]3)[C:12]([CH3:20])=[N:11][CH:10]=2)=[N:4][C:5]([NH2:8])=[N:6][CH:7]=1.Br[C:22]1[CH:23]=[CH:24][C:25]([S:28]([CH3:31])(=[O:30])=[O:29])=[N:26][CH:27]=1. Given the product [F:1][C:2]1[C:3]([C:9]2[N:13]([CH:14]3[CH2:19][CH2:18][O:17][CH2:16][CH2:15]3)[C:12]([CH3:20])=[N:11][CH:10]=2)=[N:4][C:5]([NH:8][C:22]2[CH:27]=[N:26][C:25]([S:28]([CH3:31])(=[O:30])=[O:29])=[CH:24][CH:23]=2)=[N:6][CH:7]=1, predict the reactants needed to synthesize it. (2) Given the product [C:13]1([CH:9]=[CH:4][C:2]2[CH:7]=[C:6]([CH3:8])[N:5]=[C:4]3[C:9]([C:13]4[CH:18]=[CH:17][C:16]([N:19]5[CH:23]=[CH:22][CH:21]=[N:20]5)=[CH:15][C:14]=4[O:24][CH3:25])=[N:10][N:11]([CH3:12])[C:3]=23)[CH:18]=[CH:17][CH:16]=[CH:15][CH:14]=1, predict the reactants needed to synthesize it. The reactants are: Cl[C:2]1[CH:7]=[C:6]([CH3:8])[N:5]=[C:4]2[C:9]([C:13]3[CH:18]=[CH:17][C:16]([N:19]4[CH:23]=[CH:22][CH:21]=[N:20]4)=[CH:15][C:14]=3[O:24][CH3:25])=[N:10][N:11]([CH3:12])[C:3]=12.C(=O)([O-])[O-].[K+].[K+].